From a dataset of Drug-target binding data from BindingDB using IC50 measurements. Regression. Given a target protein amino acid sequence and a drug SMILES string, predict the binding affinity score between them. We predict pIC50 (pIC50 = -log10(IC50 in M); higher means more potent). Dataset: bindingdb_ic50. (1) The compound is CN(C)S(=O)(=O)c1ccc(-c2ccc(-c3cnn(C(=O)N4CCCC[C@@H]4c4ccccc4)n3)cc2)cc1. The target protein (Q5VWZ2) has sequence MAAASGSVLQRCIVSPAGRHSASLIFLHGSGDSGQGLRMWIKQVLNQDLTFQHIKIIYPTAPPRSYTPMKGGISNVWFDRFKITNDCPEHLESIDVMCQVLTDLIDEEVKSGIKKNRILIGGFSMGGCMAIHLAYRNHQDVAGVFALSSFLNKASAVYQALQKSNGVLPELFQCHGTADELVLHSWAEETNSMLKSLGVTTKFHSFPNVYHELSKTELDILKLWILTKLPGEMEKQK. The pIC50 is 7.7. (2) The small molecule is Cn1ncc(-c2ccc(C(=O)N(c3ncccc3Cl)[C@@H]3CCCNC3)cc2)c1-c1nn[nH]n1. The target protein (Q8NBP7) has sequence MGTVSSRRSWWPLPLLLLLLLLLGPAGARAQEDEDGDYEELVLALRSEEDGLAEAPEHGTTATFHRCAKDPWRLPGTYVVVLKEETHLSQSERTARRLQAQAARRGYLTKILHVFHGLLPGFLVKMSGDLLELALKLPHVDYIEEDSSVFAQSIPWNLERITPPRYRADEYQPPDGGSLVEVYLLDTSIQSDHREIEGRVMVTDFENVPEEDGTRFHRQASKCDSHGTHLAGVVSGRDAGVAKGASMRSLRVLNCQGKGTVSGTLIGLEFIRKSQLVQPVGPLVVLLPLAGGYSRVLNAACQRLARAGVVLVTAAGNFRDDACLYSPASAPEVITVGATNAQDQPVTLGTLGTNFGRCVDLFAPGEDIIGASSDCSTCFVSQSGTSQAAAHVAGIAAMMLSAEPELTLAELRQRLIHFSAKDVINEAWFPEDQRVLTPNLVAALPPSTHGAGWQLFCRTVWSAHSGPTRMATAVARCAPDEELLSCSSFSRSGKRRGERM.... The pIC50 is 4.7. (3) The drug is CC(C)CCOc1cccc(OCCN)c1. The target protein (Q16518) has sequence MSIQVEHPAGGYKKLFETVEELSSPLTAHVTGRIPLWLTGSLLRCGPGLFEVGSEPFYHLFDGQALLHKFDFKEGHVTYHRRFIRTDAYVRAMTEKRIVITEFGTCAFPDPCKNIFSRFFSYFRGVEVTDNALVNVYPVGEDYYACTETNFITKINPETLETIKQVDLCNYVSVNGATAHPHIENDGTVYNIGNCFGKNFSIAYNIVKIPPLQADKEDPISKSEIVVQFPCSDRFKPSYVHSFGLTPNYIVFVETPVKINLFKFLSSWSLWGANYMDCFESNETMGVWLHIADKKRKKYLNNKYRTSPFNLFHHINTYEDNGFLIVDLCCWKGFEFVYNYLYLANLRENWEEVKKNARKAPQPEVRRYVLPLNIDKADTGKNLVTLPNTTATAILCSDETIWLEPEVLFSGPRQAFEFPQINYQKYCGKPYTYAYGLGLNHFVPDRLCKLNVKTKETWVWQEPDSYPSEPIFVSHPDALEEDDGVVLSVVVSPGAGQKPA.... The pIC50 is 7.3.